Dataset: Reaction yield outcomes from USPTO patents with 853,638 reactions. Task: Predict the reaction yield, written as a fraction of the theoretical maximum amount of product (1.0 means a 100% yield; for example, 0.34 means a 34% yield). (1) The product is [CH2:1]([O:3][C:4]([C:6]1[CH:7]=[C:8]([C:11](=[O:13])[NH:31][CH2:30][C:29]2[CH:32]=[C:33]([CH3:35])[CH:34]=[C:27]([CH3:26])[CH:28]=2)[S:9][CH:10]=1)=[O:5])[CH3:2]. The reactants are [CH2:1]([O:3][C:4]([C:6]1[CH:7]=[C:8]([C:11]([OH:13])=O)[S:9][CH:10]=1)=[O:5])[CH3:2].CN(C)CCCN=C=NCC.Cl.[CH3:26][C:27]1[CH:28]=[C:29]([CH:32]=[C:33]([CH3:35])[CH:34]=1)[CH2:30][NH2:31]. The catalyst is C(Cl)Cl. The yield is 0.730. (2) The reactants are [N:1]1[C:9]2[CH:8]=[CH:7][N:6]=[CH:5][C:4]=2[S:3][C:2]=1[C:10]1[CH:11]=[C:12]([CH:17]=[C:18]([NH:20][C:21](=[O:34])[C:22]2[CH:27]=[C:26]([O:28][CH3:29])[C:25]([O:30][CH3:31])=[C:24]([O:32][CH3:33])[CH:23]=2)[CH:19]=1)[C:13]([O:15]C)=[O:14].O.[OH-].[Na+].Cl. The product is [N:1]1[C:9]2[CH:8]=[CH:7][N:6]=[CH:5][C:4]=2[S:3][C:2]=1[C:10]1[CH:11]=[C:12]([CH:17]=[C:18]([NH:20][C:21](=[O:34])[C:22]2[CH:23]=[C:24]([O:32][CH3:33])[C:25]([O:30][CH3:31])=[C:26]([O:28][CH3:29])[CH:27]=2)[CH:19]=1)[C:13]([OH:15])=[O:14]. The yield is 0.780. The catalyst is C1COCC1. (3) The reactants are Cl[C:2]1[CH:7]=[C:6]([Cl:8])[N:5]=[CH:4][N:3]=1.Cl.[NH2:10][C@@H:11]([C:16]([O:18][CH2:19][CH3:20])=[O:17])[CH2:12][CH2:13][CH2:14][CH3:15].CCN(C(C)C)C(C)C. The catalyst is O1CCOCC1. The product is [Cl:8][C:6]1[N:5]=[CH:4][N:3]=[C:2]([NH:10][C@@H:11]([C:16]([O:18][CH2:19][CH3:20])=[O:17])[CH2:12][CH2:13][CH2:14][CH3:15])[CH:7]=1. The yield is 0.710. (4) The reactants are [Cl:1][C:2]1[CH:3]=[C:4]([C:12]2[N:16]=[C:15]([C:17]3[N:18]=[C:19]4[CH2:24][NH:23][CH2:22][CH2:21][N:20]4[C:25]=3[CH3:26])[O:14][N:13]=2)[CH:5]=[CH:6][C:7]=1[O:8][CH:9]([CH3:11])[CH3:10].C(=O)([O-])[O-].[Na+].[Na+].Br[CH2:34][C:35]([O:37][C:38]([CH3:41])([CH3:40])[CH3:39])=[O:36]. The catalyst is CN(C=O)C. The product is [C:38]([O:37][C:35](=[O:36])[CH2:34][N:23]1[CH2:22][CH2:21][N:20]2[C:25]([CH3:26])=[C:17]([C:15]3[O:14][N:13]=[C:12]([C:4]4[CH:5]=[CH:6][C:7]([O:8][CH:9]([CH3:11])[CH3:10])=[C:2]([Cl:1])[CH:3]=4)[N:16]=3)[N:18]=[C:19]2[CH2:24]1)([CH3:41])([CH3:40])[CH3:39]. The yield is 0.540. (5) The reactants are [CH3:1][O:2][C:3]1[CH:10]=[CH:9][C:6]([CH:7]=O)=[CH:5][CH:4]=1.[S:11]1[CH:15]=[N:14][N:13]=[C:12]1[NH2:16].[BH-](OC(C)=O)(OC(C)=O)OC(C)=O.[Na+]. The catalyst is ClCCl. The product is [CH3:1][O:2][C:3]1[CH:10]=[CH:9][C:6]([CH2:7][NH:16][C:12]2[S:11][CH:15]=[N:14][N:13]=2)=[CH:5][CH:4]=1. The yield is 0.550. (6) The reactants are Br[C:2]1[N:3]=[CH:4][C:5]([N:8]2[CH2:13][CH2:12][N:11]([C:14]([O:16][C:17]([CH3:20])([CH3:19])[CH3:18])=[O:15])[CH2:10][CH2:9]2)=[N:6][CH:7]=1.[Li+].C[Si]([N-:26][Si](C)(C)C)(C)C.C(#N)C.Cl. The catalyst is C1(C)C=CC=CC=1.C1C=CC(/C=C/C(/C=C/C2C=CC=CC=2)=O)=CC=1.C1C=CC(/C=C/C(/C=C/C2C=CC=CC=2)=O)=CC=1.[Pd]. The product is [NH2:26][C:2]1[N:3]=[CH:4][C:5]([N:8]2[CH2:13][CH2:12][N:11]([C:14]([O:16][C:17]([CH3:20])([CH3:19])[CH3:18])=[O:15])[CH2:10][CH2:9]2)=[N:6][CH:7]=1. The yield is 0.940. (7) The reactants are [CH3:1][O:2][C:3]1[CH:4]=[C:5]([CH:9]=[C:10]([O:12][CH3:13])[CH:11]=1)[C:6](Cl)=[O:7].[CH3:14][O:15][C:16]1[CH:21]=[CH:20][CH:19]=[C:18]([O:22]C)[C:17]=1[O:24][CH3:25].[Cl-].[Al+3].[Cl-].[Cl-].COC1C=CC(OC)=CC=1C(C1C=C(OC)C=C(OC)C=1)=O. The catalyst is C(Cl)Cl. The product is [CH3:1][O:2][C:3]1[CH:4]=[C:5]([C:6]([C:19]2[CH:20]=[CH:21][C:16]([O:15][CH3:14])=[C:17]([O:24][CH3:25])[C:18]=2[OH:22])=[O:7])[CH:9]=[C:10]([O:12][CH3:13])[CH:11]=1. The yield is 0.500. (8) The reactants are Cl[C:2]1[CH:7]=[C:6]([O:8][C:9]2[CH:14]=[CH:13][C:12]([N+:15]([O-:17])=[O:16])=[CH:11][CH:10]=2)[N:5]=[CH:4][N:3]=1.[CH:18]1([C:21]([NH2:23])=[O:22])[CH2:20][CH2:19]1.C1(P(C2C=CC=CC=2)C2C=CC3C(=CC=CC=3)C=2C2C3C(=CC=CC=3)C=CC=2P(C2C=CC=CC=2)C2C=CC=CC=2)C=CC=CC=1.C([O-])([O-])=O.[Cs+].[Cs+]. The catalyst is C1C=CC(/C=C/C(/C=C/C2C=CC=CC=2)=O)=CC=1.C1C=CC(/C=C/C(/C=C/C2C=CC=CC=2)=O)=CC=1.C1C=CC(/C=C/C(/C=C/C2C=CC=CC=2)=O)=CC=1.[Pd].[Pd].O1CCOCC1. The product is [N+:15]([C:12]1[CH:13]=[CH:14][C:9]([O:8][C:6]2[N:5]=[CH:4][N:3]=[C:2]([NH:23][C:21]([CH:18]3[CH2:20][CH2:19]3)=[O:22])[CH:7]=2)=[CH:10][CH:11]=1)([O-:17])=[O:16]. The yield is 0.436. (9) The reactants are [CH3:1][Sn:2]([CH3:8])([CH3:7])[Sn:2]([CH3:8])([CH3:7])[CH3:1].Cl[C:10]1[CH:15]=[C:14]([CH2:16][CH2:17][CH3:18])[N:13]=[C:12]([S:19]([CH3:22])(=[O:21])=[O:20])[N:11]=1.[Cl-].[Li+]. The catalyst is O1CCOCC1.C1C=CC([P]([Pd]([P](C2C=CC=CC=2)(C2C=CC=CC=2)C2C=CC=CC=2)([P](C2C=CC=CC=2)(C2C=CC=CC=2)C2C=CC=CC=2)[P](C2C=CC=CC=2)(C2C=CC=CC=2)C2C=CC=CC=2)(C2C=CC=CC=2)C2C=CC=CC=2)=CC=1.C(C1C=C(C)C=C(C(C)(C)C)C=1O)(C)(C)C. The product is [CH3:22][S:19]([C:12]1[N:13]=[C:14]([CH2:16][CH2:17][CH3:18])[CH:15]=[C:10]([Sn:2]([CH3:8])([CH3:7])[CH3:1])[N:11]=1)(=[O:21])=[O:20]. The yield is 0.480.